Dataset: Reaction yield outcomes from USPTO patents with 853,638 reactions. Task: Predict the reaction yield, written as a fraction of the theoretical maximum amount of product (1.0 means a 100% yield; for example, 0.34 means a 34% yield). (1) The reactants are [Br:1][C:2]1[CH:3]=[C:4](Br)[C:5]2[N:6]([C:8]([CH3:11])=[N:9][N:10]=2)[CH:7]=1.[C:13](=[O:20])([O:15][C:16]([CH3:19])([CH3:18])[CH3:17])[NH2:14].C([O-])([O-])=O.[Cs+].[Cs+].CC1(C)C2C(=C(P(C3C=CC=CC=3)C3C=CC=CC=3)C=CC=2)OC2C(P(C3C=CC=CC=3)C3C=CC=CC=3)=CC=CC1=2. The catalyst is O1CCOCC1.[Cl-].[Na+].O. The product is [Br:1][C:2]1[CH:3]=[C:4]([NH:14][C:13](=[O:20])[O:15][C:16]([CH3:19])([CH3:18])[CH3:17])[C:5]2[N:6]([C:8]([CH3:11])=[N:9][N:10]=2)[CH:7]=1. The yield is 0.530. (2) The reactants are C([N:8]1[CH2:13][CH2:12][N:11]([C:14]2([C:17]([O:19][CH2:20][CH3:21])=[O:18])[CH2:16][CH2:15]2)[CH2:10][CH2:9]1)C1C=CC=CC=1.[Cl:22]CCl. The catalyst is CCOC(C)=O. The product is [ClH:22].[N:11]1([C:14]2([C:17]([O:19][CH2:20][CH3:21])=[O:18])[CH2:16][CH2:15]2)[CH2:10][CH2:9][NH:8][CH2:13][CH2:12]1. The yield is 0.920. (3) The reactants are [OH:1][C:2]1[CH:7]=[CH:6][C:5]([C:8]2[CH:13]=[CH:12][C:11]([C:14]([O:16][CH2:17][CH3:18])=[O:15])=[CH:10][CH:9]=2)=[CH:4][CH:3]=1.[CH2:19]([O:23][CH2:24][CH2:25]Br)[CH2:20][CH2:21][CH3:22].C([O-])([O-])=O.[K+].[K+]. The catalyst is CC#N. The product is [CH2:19]([O:23][CH2:24][CH2:25][O:1][C:2]1[CH:3]=[CH:4][C:5]([C:8]2[CH:13]=[CH:12][C:11]([C:14]([O:16][CH2:17][CH3:18])=[O:15])=[CH:10][CH:9]=2)=[CH:6][CH:7]=1)[CH2:20][CH2:21][CH3:22]. The yield is 0.820. (4) The reactants are [F:1][C:2]1[CH:3]=[CH:4][C:5]([CH2:8][O:9][C:10]2[CH:15]=[CH:14][N:13]([C:16]3[CH:17]=[CH:18][C:19]4[O:28][C:27]5[CH2:26][CH2:25][N:24](C(OC(C)(C)C)=O)[CH2:23][C:22]=5[C:20]=4[CH:21]=3)[C:12](=[O:36])[CH:11]=2)=[N:6][CH:7]=1.[ClH:37]. No catalyst specified. The product is [ClH:37].[F:1][C:2]1[CH:3]=[CH:4][C:5]([CH2:8][O:9][C:10]2[CH:15]=[CH:14][N:13]([C:16]3[CH:17]=[CH:18][C:19]4[O:28][C:27]5[CH2:26][CH2:25][NH:24][CH2:23][C:22]=5[C:20]=4[CH:21]=3)[C:12](=[O:36])[CH:11]=2)=[N:6][CH:7]=1. The yield is 0.910. (5) The reactants are [CH:1]1([C:4]2[C:9]([N:10]([CH2:15][CH2:16][CH:17]([CH3:19])[CH3:18])[S:11]([CH3:14])(=[O:13])=[O:12])=[CH:8][N:7]3[NH:20][C:21]([C:27]4[CH:32]=[CH:31][C:30]([F:33])=[CH:29][CH:28]=4)=[C:22]([C:23]([O:25][CH3:26])=[O:24])[CH:6]3[CH:5]=2)[CH2:3][CH2:2]1.C(=O)([O-])[O-].[K+].[K+].C(O)(=O)C.C(O)(=O)C.IC1C=CC=CC=1. The catalyst is CS(C)=O.C(OCC)(=O)C. The product is [CH:1]1([C:4]2[C:9]([N:10]([CH2:15][CH2:16][CH:17]([CH3:18])[CH3:19])[S:11]([CH3:14])(=[O:13])=[O:12])=[CH:8][N:7]3[N:20]=[C:21]([C:27]4[CH:28]=[CH:29][C:30]([F:33])=[CH:31][CH:32]=4)[C:22]([C:23]([O:25][CH3:26])=[O:24])=[C:6]3[CH:5]=2)[CH2:3][CH2:2]1. The yield is 0.230. (6) The reactants are Br[C:2]1[CH:3]=[C:4]2[NH:10][C:9]([C:11]3[CH:16]=[CH:15][CH:14]=[CH:13][CH:12]=3)=[N:8][C:5]2=[N:6][CH:7]=1.[C:17]1(OB(O)O)[CH:22]=[CH:21][CH:20]=[CH:19][CH:18]=1.C(=O)([O-])[O-].[Na+].[Na+].O1CCCC1. The catalyst is C1C=CC([P]([Pd]([P](C2C=CC=CC=2)(C2C=CC=CC=2)C2C=CC=CC=2)([P](C2C=CC=CC=2)(C2C=CC=CC=2)C2C=CC=CC=2)[P](C2C=CC=CC=2)(C2C=CC=CC=2)C2C=CC=CC=2)(C2C=CC=CC=2)C2C=CC=CC=2)=CC=1.O.C(OCC)(=O)C.O1CCCC1. The product is [C:11]1([C:9]2[NH:10][C:4]3[C:5]([N:8]=2)=[N:6][CH:7]=[C:2]([C:17]2[CH:22]=[CH:21][CH:20]=[CH:19][CH:18]=2)[CH:3]=3)[CH:16]=[CH:15][CH:14]=[CH:13][CH:12]=1. The yield is 0.220. (7) The reactants are [N+:1]([C:4]1[CH:9]=[C:8]([O:10][C:11]([F:14])([F:13])[F:12])[C:7]([N:15]2[CH2:20][CH2:19][CH2:18][CH2:17][CH2:16]2)=[CH:6][C:5]=1[NH2:21])([O-])=O.S(S([O-])=O)([O-])=O.[Na+].[Na+].[CH:30](OC)(OC)OC.CN(C=O)C. The catalyst is C(O)(=O)C. The product is [N:15]1([C:7]2[C:8]([O:10][C:11]([F:14])([F:13])[F:12])=[CH:9][C:4]3[NH:1][CH:30]=[N:21][C:5]=3[CH:6]=2)[CH2:20][CH2:19][CH2:18][CH2:17][CH2:16]1. The yield is 0.710.